Dataset: Forward reaction prediction with 1.9M reactions from USPTO patents (1976-2016). Task: Predict the product of the given reaction. (1) Given the reactants [OH:1][C:2]1[C:6](=[O:7])[N:5]([C:8]2[S:9][C:10]([S:13]([C:16]3[CH:21]=[CH:20][C:19]([N+:22]([O-:24])=[O:23])=[CH:18][CH:17]=3)(=[O:15])=[O:14])=[CH:11][N:12]=2)[CH:4]([C:25]2[CH:33]=[CH:32][C:28]([C:29](O)=[O:30])=[CH:27][CH:26]=2)[C:3]=1[C:34](=[O:42])[C:35]1[CH:40]=[CH:39][C:38]([CH3:41])=[CH:37][CH:36]=1.Cl.[CH3:44][NH:45][CH3:46], predict the reaction product. The product is: [OH:1][C:2]1[C:6](=[O:7])[N:5]([C:8]2[S:9][C:10]([S:13]([C:16]3[CH:21]=[CH:20][C:19]([N+:22]([O-:24])=[O:23])=[CH:18][CH:17]=3)(=[O:15])=[O:14])=[CH:11][N:12]=2)[CH:4]([C:25]2[CH:33]=[CH:32][C:28]([C:29]([N:45]([CH3:46])[CH3:44])=[O:30])=[CH:27][CH:26]=2)[C:3]=1[C:34](=[O:42])[C:35]1[CH:36]=[CH:37][C:38]([CH3:41])=[CH:39][CH:40]=1. (2) Given the reactants Cl[C:2]1[C:3]2[NH:10][C:9]([CH3:11])=[C:8]([C:12]([O:14][CH2:15][CH3:16])=[O:13])[C:4]=2[N:5]=[CH:6][N:7]=1.[CH2:17]([O:19][C:20]1[CH:25]=[CH:24][C:23]([C:26]([F:29])([F:28])[F:27])=[CH:22][C:21]=1B1OC(C)(C)C(C)(C)O1)[CH3:18], predict the reaction product. The product is: [CH2:17]([O:19][C:20]1[CH:25]=[CH:24][C:23]([C:26]([F:27])([F:28])[F:29])=[CH:22][C:21]=1[C:2]1[C:3]2[NH:10][C:9]([CH3:11])=[C:8]([C:12]([O:14][CH2:15][CH3:16])=[O:13])[C:4]=2[N:5]=[CH:6][N:7]=1)[CH3:18]. (3) Given the reactants ClC1C=C(Cl)C=CC=1C1N=C(CC)C(N[C@@H]2C3C(=CC=CC=3)C[C@@H]2OCC)=NC=1CC.[Cl:32][C:33]1[CH:38]=[C:37]([O:39][CH3:40])[CH:36]=[CH:35][C:34]=1[C:41]1[N:42]=[C:43]([CH2:56][CH3:57])[C:44]([NH:49][C@H:50]2[CH2:54][O:53][CH2:52][C@H:51]2[OH:55])=[N:45][C:46]=1[CH2:47][CH3:48].Br[CH2:59][CH2:60][CH2:61][F:62], predict the reaction product. The product is: [Cl:32][C:33]1[CH:38]=[C:37]([O:39][CH3:40])[CH:36]=[CH:35][C:34]=1[C:41]1[N:42]=[C:43]([CH2:56][CH3:57])[C:44]([NH:49][C@H:50]2[C@@H:51]([O:55][CH2:59][CH2:60][CH2:61][F:62])[CH2:52][O:53][CH2:54]2)=[N:45][C:46]=1[CH2:47][CH3:48]. (4) Given the reactants Cl.[F:2][C:3]1[CH:8]=[CH:7][C:6]([CH:9]([OH:23])[CH:10]([NH2:22])[CH2:11][C:12]2[CH:17]=[CH:16][C:15]([C:18]([F:21])([F:20])[F:19])=[CH:14][CH:13]=2)=[CH:5][CH:4]=1.[C:24](Cl)(=[O:29])[C:25](C)([CH3:27])[CH3:26].[C:31](=O)([O-])O.[Na+].[C:36]([O:39][CH2:40][CH3:41])(=[O:38])C, predict the reaction product. The product is: [F:2][C:3]1[CH:4]=[CH:5][C:6]([CH:9]([OH:23])[CH:10]([NH:22][C:24]([C:25]2[CH:27]=[CH:31][C:41]3[O:38][CH2:36][O:39][C:40]=3[CH:26]=2)=[O:29])[CH2:11][C:12]2[CH:17]=[CH:16][C:15]([C:18]([F:21])([F:20])[F:19])=[CH:14][CH:13]=2)=[CH:7][CH:8]=1. (5) The product is: [C:1]([O:4][C@@H:5]1[C@H:10]([O:11][C:12](=[O:14])[CH3:13])[C@@H:9]([O:15][C:16](=[O:18])[CH3:17])[C@H:8]([O:19][C:20]2[CH:28]=[C:27]3[C:23]([C@H:24]([CH2:36][Cl:37])[CH2:25][NH:26]3)=[C:22]3[C:38]([CH3:41])=[CH:39][S:40][C:21]=23)[O:7][C@@H:6]1[CH2:42][O:43][C:44](=[O:46])[CH3:45])(=[O:3])[CH3:2]. Given the reactants [C:1]([O:4][C@@H:5]1[C@H:10]([O:11][C:12](=[O:14])[CH3:13])[C@@H:9]([O:15][C:16](=[O:18])[CH3:17])[C@H:8]([O:19][C:20]2[CH:28]=[C:27]3[C:23]([C@H:24]([CH2:36][Cl:37])[CH2:25][N:26]3C(OC(C)(C)C)=O)=[C:22]3[C:38]([CH3:41])=[CH:39][S:40][C:21]=23)[O:7][C@@H:6]1[CH2:42][O:43][C:44](=[O:46])[CH3:45])(=[O:3])[CH3:2].Cl, predict the reaction product. (6) The product is: [CH2:1]([O:8][C:9]1[CH:10]=[C:11]([CH2:15][S:16]([NH:25][CH2:24][C:23]2[CH:26]=[CH:27][C:28]([O:30][CH3:31])=[CH:29][C:22]=2[O:21][CH3:20])(=[O:18])=[O:17])[CH:12]=[CH:13][CH:14]=1)[C:2]1[CH:7]=[CH:6][CH:5]=[CH:4][CH:3]=1. Given the reactants [CH2:1]([O:8][C:9]1[CH:10]=[C:11]([CH2:15][S:16](Cl)(=[O:18])=[O:17])[CH:12]=[CH:13][CH:14]=1)[C:2]1[CH:7]=[CH:6][CH:5]=[CH:4][CH:3]=1.[CH3:20][O:21][C:22]1[CH:29]=[C:28]([O:30][CH3:31])[CH:27]=[CH:26][C:23]=1[CH2:24][NH2:25], predict the reaction product. (7) Given the reactants [Si]([C:8]1[O:9][C:10]2[CH:30]=[C:29]([O:31][CH3:32])[CH:28]=[CH:27][C:11]=2[C:12]=1[C:13](=[O:26])[C:14]1[CH:19]=[C:18]([O:20][CH3:21])[C:17]([O:22][CH3:23])=[C:16]([O:24][CH3:25])[CH:15]=1)(C(C)(C)C)(C)C.[F-].C([N+](CCCC)(CCCC)CCCC)CCC, predict the reaction product. The product is: [CH3:25][O:24][C:16]1[CH:15]=[C:14]([CH:19]=[C:18]([O:20][CH3:21])[C:17]=1[O:22][CH3:23])[C:13]([C:12]1[C:11]2[CH:27]=[CH:28][C:29]([O:31][CH3:32])=[CH:30][C:10]=2[O:9][CH:8]=1)=[O:26].